This data is from Catalyst prediction with 721,799 reactions and 888 catalyst types from USPTO. The task is: Predict which catalyst facilitates the given reaction. Reactant: [Br:1][C:2]1[C:7](=[O:8])[N:6]([C:9]2[C:14]([F:15])=[CH:13][CH:12]=[CH:11][C:10]=2[F:16])[C:5]([CH:17]=O)=[CH:4][C:3]=1[O:19][CH2:20][C:21]1[CH:26]=[CH:25][C:24]([F:27])=[CH:23][C:22]=1[F:28].[CH3:29][O:30][CH2:31][CH2:32][NH2:33]. Product: [Br:1][C:2]1[C:7](=[O:8])[N:6]([C:9]2[C:14]([F:15])=[CH:13][CH:12]=[CH:11][C:10]=2[F:16])[C:5]([CH2:17][NH:33][CH2:32][CH2:31][O:30][CH3:29])=[CH:4][C:3]=1[O:19][CH2:20][C:21]1[CH:26]=[CH:25][C:24]([F:27])=[CH:23][C:22]=1[F:28]. The catalyst class is: 4.